Dataset: Full USPTO retrosynthesis dataset with 1.9M reactions from patents (1976-2016). Task: Predict the reactants needed to synthesize the given product. Given the product [C:7]([O:6][CH:1]1[CH:21]2[CH2:12][CH:13]3[CH2:14][C:15]([OH:22])([CH2:4][CH:2]1[CH2:3]3)[CH2:16]2)(=[O:11])[C:8]([CH3:10])=[CH2:9], predict the reactants needed to synthesize it. The reactants are: [C:1]([O:6][C:7](=[O:11])[C:8]([CH3:10])=[CH2:9])(=O)[C:2]([CH3:4])=[CH2:3].[C:12]12(O)[CH2:21][CH:16]3CC(C[CH:14]([CH:15]3[OH:22])[CH2:13]1)C2.N1C=CC=CC=1.O.